From a dataset of Reaction yield outcomes from USPTO patents with 853,638 reactions. Predict the reaction yield, written as a fraction of the theoretical maximum amount of product (1.0 means a 100% yield; for example, 0.34 means a 34% yield). (1) The yield is 0.450. The product is [F:3][C:4]1[C:21]([NH:22][S:23]([CH2:26][CH2:27][CH3:28])(=[O:25])=[O:24])=[CH:20][CH:19]=[C:18]([F:35])[C:5]=1[C:6]([NH:8][C:9]1[CH:10]=[C:11]2[CH:17]=[CH:16][NH:15][C:12]2=[N:13][CH:14]=1)=[O:7]. The reactants are [OH-].[Na+].[F:3][C:4]1[C:21]([N:22](S(CCC)(=O)=O)[S:23]([CH2:26][CH2:27][CH3:28])(=[O:25])=[O:24])=[CH:20][CH:19]=[C:18]([F:35])[C:5]=1[C:6]([NH:8][C:9]1[CH:10]=[C:11]2[CH:17]=[CH:16][NH:15][C:12]2=[N:13][CH:14]=1)=[O:7]. The catalyst is C1COCC1.CO. (2) The reactants are [C:1]([O:5][C:6]([N:8]1[CH2:13][CH2:12][O:11][CH:10]([C:14]2[CH:19]=[CH:18][C:17](Br)=[C:16]([F:21])[CH:15]=2)[CH2:9]1)=[O:7])([CH3:4])([CH3:3])[CH3:2].[F:22][C:23]([F:32])([F:31])[C:24]1[CH:25]=[N:26][C:27]([NH2:30])=[N:28][CH:29]=1. The catalyst is O1CCOCC1. The product is [C:1]([O:5][C:6]([N:8]1[CH2:13][CH2:12][O:11][CH:10]([C:14]2[CH:19]=[CH:18][C:17]([NH:30][C:27]3[N:26]=[CH:25][C:24]([C:23]([F:32])([F:22])[F:31])=[CH:29][N:28]=3)=[C:16]([F:21])[CH:15]=2)[CH2:9]1)=[O:7])([CH3:4])([CH3:3])[CH3:2]. The yield is 0.470.